Dataset: Catalyst prediction with 721,799 reactions and 888 catalyst types from USPTO. Task: Predict which catalyst facilitates the given reaction. (1) Reactant: [C:1]1([N:7]2[CH:11]=[CH:10][N:9]=[N:8]2)[CH:6]=[CH:5][CH:4]=[CH:3][CH:2]=1.C([Li])CCC.[Br:17]Br. Product: [Br:17][C:11]1[N:7]([C:1]2[CH:2]=[CH:3][CH:4]=[CH:5][CH:6]=2)[N:8]=[N:9][CH:10]=1. The catalyst class is: 1. (2) Reactant: Cl.[NH2:2][OH:3].[CH3:4][C:5]1[CH:6]=[C:7]([CH:10]=[C:11]([CH3:14])[C:12]=1[OH:13])[C:8]#[N:9].Cl. Product: [OH:13][C:12]1[C:11]([CH3:14])=[CH:10][C:7]([C:8]([NH:2][OH:3])=[NH:9])=[CH:6][C:5]=1[CH3:4]. The catalyst class is: 5. (3) Product: [NH2:14][C:5]1[C:4]([CH2:3][O:2][CH3:1])=[CH:13][CH:12]=[CH:11][C:6]=1[C:7]([O:9][CH3:10])=[O:8]. Reactant: [CH3:1][O:2][CH2:3][C:4]1[C:5]([N+:14]([O-])=O)=[C:6]([CH:11]=[CH:12][CH:13]=1)[C:7]([O:9][CH3:10])=[O:8].C(N(C(C)C)CC)(C)C. The catalyst class is: 19. (4) Reactant: [C:1]([O:5][C:6](=[O:30])[NH:7][C:8]1[S:9][C:10]2[CH:16]=[C:15]([CH2:17][OH:18])[C:14]([O:19][CH3:20])=[C:13]([C:21]3[CH:26]=[CH:25][CH:24]=[C:23]([N+:27]([O-:29])=[O:28])[CH:22]=3)[C:11]=2[N:12]=1)([CH3:4])([CH3:3])[CH3:2].C(N(CC)CC)C.[CH2:38]([O:40][P:41](Cl)([O:43][CH2:44][CH3:45])=[O:42])[CH3:39]. Product: [C:1]([O:5][C:6](=[O:30])[NH:7][C:8]1[S:9][C:10]2[CH:16]=[C:15]([CH2:17][O:18][P:41]([O:43][CH2:44][CH3:45])([O:40][CH2:38][CH3:39])=[O:42])[C:14]([O:19][CH3:20])=[C:13]([C:21]3[CH:26]=[CH:25][CH:24]=[C:23]([N+:27]([O-:29])=[O:28])[CH:22]=3)[C:11]=2[N:12]=1)([CH3:4])([CH3:2])[CH3:3]. The catalyst class is: 230. (5) Reactant: C([O:8][C:9]1[C:14](=[O:15])[N:13]2[CH:16]=[C:17]([N:21]3[CH2:26][CH2:25][O:24][CH2:23][CH2:22]3)[CH:18]=[C:19](Br)[C:12]2=[N:11][C:10]=1[C:27]1[O:28][C:29]([CH2:32][C:33]2[CH:38]=[CH:37][C:36]([F:39])=[CH:35][CH:34]=2)=[CH:30][N:31]=1)C1C=CC=CC=1.[Si]([I:44])(C)(C)C.CO.[O-]S([O-])(=S)=O.[Na+].[Na+]. Product: [F:39][C:36]1[CH:37]=[CH:38][C:33]([CH2:32][C:29]2[O:28][C:27]([C:10]3[N:11]=[C:12]4[C:19]([I:44])=[CH:18][C:17]([N:21]5[CH2:22][CH2:23][O:24][CH2:25][CH2:26]5)=[CH:16][N:13]4[C:14](=[O:15])[C:9]=3[OH:8])=[N:31][CH:30]=2)=[CH:34][CH:35]=1. The catalyst class is: 10. (6) Reactant: [NH2:1][C:2]1[C:15]([O:16][CH2:17][C:18]2[CH:23]=[CH:22][CH:21]=[CH:20][CH:19]=2)=[CH:14][C:13]2[C@:12]34[CH2:24][CH2:25][N:26]([C:27]([O:29][CH2:30][C:31]5[CH:36]=[CH:35][CH:34]=[CH:33][CH:32]=5)=[O:28])[C@@H:6]([C@@H:7]3[CH2:8][CH2:9][CH2:10][CH2:11]4)[CH2:5][C:4]=2[CH:3]=1.Cl[C:38]1[CH:43]=[CH:42][CH:41]=[CH:40][C:39]=1[C:44]#[N:45].C1C=CC(P(C2C(C3C(P(C4C=CC=CC=4)C4C=CC=CC=4)=CC=C4C=3C=CC=C4)=C3C(C=CC=C3)=CC=2)C2C=CC=CC=2)=CC=1.CC(C)([O-])C.[Na+]. Product: [CH2:17]([O:16][C:15]1[C:2]([NH:1][C:38]2[CH:43]=[CH:42][CH:41]=[CH:40][C:39]=2[C:44]#[N:45])=[CH:3][C:4]2[CH2:5][C@H:6]3[N:26]([C:27]([O:29][CH2:30][C:31]4[CH:32]=[CH:33][CH:34]=[CH:35][CH:36]=4)=[O:28])[CH2:25][CH2:24][C@@:12]4([C:13]=2[CH:14]=1)[C@H:7]3[CH2:8][CH2:9][CH2:10][CH2:11]4)[C:18]1[CH:23]=[CH:22][CH:21]=[CH:20][CH:19]=1. The catalyst class is: 222.